From a dataset of Choline transporter screen with 302,306 compounds. Binary Classification. Given a drug SMILES string, predict its activity (active/inactive) in a high-throughput screening assay against a specified biological target. The molecule is [O-]c1n(CCCC)c2c(c(=O)c1[n+]1ccccc1)cccc2. The result is 0 (inactive).